From a dataset of Full USPTO retrosynthesis dataset with 1.9M reactions from patents (1976-2016). Predict the reactants needed to synthesize the given product. Given the product [C:20]([C:24]1[CH:37]=[CH:36][C:35]2[C:26](=[C:27]([C:12]3[CH:14]=[CH:18][CH:17]=[CH:16][CH:11]=3)[C:28]3[C:33]([C:34]=2[C:2]2[CH:7]=[CH:6][CH:5]=[CH:4][CH:3]=2)=[CH:32][CH:31]=[CH:30][CH:29]=3)[CH:25]=1)([CH3:23])([CH3:22])[CH3:21], predict the reactants needed to synthesize it. The reactants are: Br[C:2]1[CH:7]=[CH:6][CH:5]=[CH:4][CH:3]=1.C(=O)=O.[CH3:11][C:12]([CH3:14])=O.[Li][CH2:16][CH2:17][CH2:18]C.[C:20]([C:24]1[CH:37]=[CH:36][C:35]2[C:34](=O)[C:33]3[C:28](=[CH:29][CH:30]=[CH:31][CH:32]=3)[C:27](=O)[C:26]=2[CH:25]=1)([CH3:23])([CH3:22])[CH3:21].O.O.[Sn](Cl)Cl.